Dataset: Catalyst prediction with 721,799 reactions and 888 catalyst types from USPTO. Task: Predict which catalyst facilitates the given reaction. (1) Reactant: [Cl:1][C:2]1[CH:7]=[C:6]([C:8]2[CH:13]=[N:12][CH:11]=[C:10]([CH3:14])[N:9]=2)[CH:5]=[CH:4][C:3]=1[C:15]1[C:27](=[O:28])[N:26]([CH2:29][CH2:30][N:31]2[CH2:36][CH2:35][N:34]([CH3:37])[CH2:33][CH2:32]2)[C:18]2[N:19]=[C:20](S(C)=O)[N:21]=[CH:22][C:17]=2[CH:16]=1.[CH2:38]([NH2:40])[CH3:39].C(Cl)Cl. Product: [Cl:1][C:2]1[CH:7]=[C:6]([C:8]2[CH:13]=[N:12][CH:11]=[C:10]([CH3:14])[N:9]=2)[CH:5]=[CH:4][C:3]=1[C:15]1[C:27](=[O:28])[N:26]([CH2:29][CH2:30][N:31]2[CH2:36][CH2:35][N:34]([CH3:37])[CH2:33][CH2:32]2)[C:18]2[N:19]=[C:20]([NH:40][CH2:38][CH3:39])[N:21]=[CH:22][C:17]=2[CH:16]=1. The catalyst class is: 1. (2) Reactant: CN(C=O)C.[CH3:6][C:7]1([CH3:25])[CH2:11][C:10]2[C:12]([CH3:24])=[C:13]([N:18]3[CH2:23][CH2:22][NH:21][CH2:20][CH2:19]3)[C:14]([CH3:17])=[C:15]([CH3:16])[C:9]=2[O:8]1.[Cl:26][C:27]1[N:32]=[C:31]([Cl:33])[CH:30]=[CH:29][N:28]=1.C(N(CC)CC)C. Product: [Cl:26][C:27]1[N:32]=[C:31]([N:21]2[CH2:20][CH2:19][N:18]([C:13]3[C:14]([CH3:17])=[C:15]([CH3:16])[C:9]4[O:8][C:7]([CH3:25])([CH3:6])[CH2:11][C:10]=4[C:12]=3[CH3:24])[CH2:23][CH2:22]2)[CH:30]=[CH:29][N:28]=1.[Cl:33][C:31]1[CH:30]=[CH:29][N:28]=[C:27]([N:21]2[CH2:20][CH2:19][N:18]([C:13]3[C:14]([CH3:17])=[C:15]([CH3:16])[C:9]4[O:8][C:7]([CH3:25])([CH3:6])[CH2:11][C:10]=4[C:12]=3[CH3:24])[CH2:23][CH2:22]2)[N:32]=1. The catalyst class is: 6. (3) Reactant: [C:1]([O:5][C:6]([N:8]1[CH2:13][CH2:12][CH2:11][C@H:10]([C:14]([OH:16])=O)[CH2:9]1)=[O:7])([CH3:4])([CH3:3])[CH3:2].ClC(N(C)C)=C(C)C.[NH2:25][C:26]1[CH:31]=[C:30]([C:32]2[N:37]=[C:36]([NH:38][CH2:39][CH:40]3[CH2:45][CH2:44][O:43][CH2:42][CH2:41]3)[CH:35]=[N:34][CH:33]=2)[C:29]([Cl:46])=[CH:28][N:27]=1.N1C=CC=CC=1. Product: [Cl:46][C:29]1[C:30]([C:32]2[CH:33]=[N:34][CH:35]=[C:36]([NH:38][CH2:39][CH:40]3[CH2:45][CH2:44][O:43][CH2:42][CH2:41]3)[N:37]=2)=[CH:31][C:26]([NH:25][C:14]([C@H:10]2[CH2:11][CH2:12][CH2:13][N:8]([C:6]([O:5][C:1]([CH3:2])([CH3:3])[CH3:4])=[O:7])[CH2:9]2)=[O:16])=[N:27][CH:28]=1. The catalyst class is: 168. (4) Reactant: CN.[CH3:3][C:4]1[N:5]=[C:6]([NH:15][C:16]([N:18]2C=CN=[CH:19]2)=[O:17])[S:7][C:8]=1[C:9]1[CH:14]=[CH:13][N:12]=[CH:11][CH:10]=1. Product: [CH3:19][NH:18][C:16]([NH:15][C:6]1[S:7][C:8]([C:9]2[CH:14]=[CH:13][N:12]=[CH:11][CH:10]=2)=[C:4]([CH3:3])[N:5]=1)=[O:17]. The catalyst class is: 136. (5) Reactant: [C:1]([O:7][CH2:8][CH3:9])(=[O:6])[CH2:2][C:3]([O-:5])=O.C[Mg]Br.Cl.[Br:14][C:15]1[N:16]=[CH:17][N:18]([C:23]2[CH:28]=[CH:27][C:26]([CH3:29])=[CH:25][C:24]=2[CH3:30])[C:19]=1C(Cl)=O. Product: [Br:14][C:15]1[N:16]=[CH:17][N:18]([C:23]2[CH:28]=[CH:27][C:26]([CH3:29])=[CH:25][C:24]=2[CH3:30])[C:19]=1[C:3](=[O:5])[CH2:2][C:1]([O:7][CH2:8][CH3:9])=[O:6]. The catalyst class is: 1. (6) Reactant: [Br:1][C:2]1[CH:3]=[CH:4][C:5]([F:20])=[C:6]([C@@:8]2([CH3:19])[NH:13][C:12](=O)[C:11]([CH3:16])([CH3:15])[S:10](=[O:18])(=[O:17])[CH2:9]2)[CH:7]=1.COC1C=CC(P2(SP(C3C=CC(OC)=CC=3)(=S)S2)=[S:30])=CC=1.C([O-])(O)=O.[Na+]. Product: [Br:1][C:2]1[CH:3]=[CH:4][C:5]([F:20])=[C:6]([C@@:8]2([CH3:19])[NH:13][C:12](=[S:30])[C:11]([CH3:16])([CH3:15])[S:10](=[O:18])(=[O:17])[CH2:9]2)[CH:7]=1. The catalyst class is: 12.